From a dataset of Catalyst prediction with 721,799 reactions and 888 catalyst types from USPTO. Predict which catalyst facilitates the given reaction. (1) Reactant: Cl[C:2]([Cl:30])(Cl)[C:3](=N)[O:4][C@H:5]1[O:22][C@H:21]([CH2:23][O:24][C:25](=[O:27])[CH3:26])[C@@H:16]([O:17][C:18](=[O:20])[CH3:19])[C@H:11]([O:12][C:13](=[O:15])[CH3:14])[C@@H:6]1[O:7][C:8](=[O:10])[CH3:9].[Br:31][C:32]1[CH:37]=CC(O)=[C:34](Cl)[CH:33]=1.[Si](OS(C(F)(F)F)(=O)=O)(C)(C)C. Product: [C:8]([O:7][C@H:6]1[C@@H:11]([O:12][C:13](=[O:15])[CH3:14])[C@H:16]([O:17][C:18](=[O:20])[CH3:19])[C@@H:21]([CH2:23][O:24][C:25](=[O:27])[CH3:26])[O:22][C@@H:5]1[O:4][C:3]1[CH:34]=[CH:33][C:32]([Br:31])=[CH:37][C:2]=1[Cl:30])(=[O:10])[CH3:9]. The catalyst class is: 11. (2) Reactant: [Cl:1][C:2]1[C:6]([Cl:7])=[C:5]([CH3:8])[NH:4][C:3]=1[C:9]([NH:11][C@@H:12]1[CH2:17][CH2:16][N:15]([C:18]2[S:19][C:20]([C:23]([OH:25])=O)=[CH:21][N:22]=2)[CH2:14][C@@H:13]1[N:26]1[CH:30]=[CH:29][N:28]=[N:27]1)=[O:10].CN([C:34]([O:38][N:39]1N=NC2C=CC=NC1=2)=[N+](C)C)C.F[P-](F)(F)(F)(F)F.CCN(C(C)C)C(C)C.Cl.O(N)C. Product: [Cl:1][C:2]1[C:6]([Cl:7])=[C:5]([CH3:8])[NH:4][C:3]=1[C:9]([NH:11][C@@H:12]1[CH2:17][CH2:16][N:15]([C:18]2[S:19][C:20]([C:23]([NH:39][O:38][CH3:34])=[O:25])=[CH:21][N:22]=2)[CH2:14][C@@H:13]1[N:26]1[CH:30]=[CH:29][N:28]=[N:27]1)=[O:10]. The catalyst class is: 179. (3) Reactant: [F:1][C:2]1[CH:20]=[CH:19][CH:18]=[CH:17][C:3]=1[CH2:4][N:5]1[C:9]2=[N:10][CH:11]=[CH:12][CH:13]=[C:8]2[C:7]([C:14]([NH2:16])=O)=[N:6]1.N1C=CC=CC=1.FC(F)(F)C(OC(=O)C(F)(F)F)=O.O. Product: [C:14]([C:7]1[C:8]2[C:9](=[N:10][CH:11]=[CH:12][CH:13]=2)[N:5]([CH2:4][C:3]2[CH:17]=[CH:18][CH:19]=[CH:20][C:2]=2[F:1])[N:6]=1)#[N:16]. The catalyst class is: 1. (4) Reactant: Cl[C:2]1[CH:3]=[C:4]([CH:15]=[CH:16][C:17]=1[N+:18]([O-:20])=[O:19])[O:5][C:6]1[CH:14]=[C:13]2[C:9]([CH:10]=[N:11][NH:12]2)=[CH:8][CH:7]=1.[CH2:21]([NH2:28])[C:22]1[CH:27]=[CH:26][CH:25]=[CH:24][CH:23]=1. Product: [CH2:21]([NH:28][C:2]1[CH:3]=[C:4]([O:5][C:6]2[CH:14]=[C:13]3[C:9]([CH:10]=[N:11][NH:12]3)=[CH:8][CH:7]=2)[CH:15]=[CH:16][C:17]=1[N+:18]([O-:20])=[O:19])[C:22]1[CH:27]=[CH:26][CH:25]=[CH:24][CH:23]=1. The catalyst class is: 3. (5) Reactant: [F:1][C:2]1[CH:7]=[CH:6][C:5]([N:8]2[C:16]3[CH2:15][CH2:14][CH2:13][N:12]([C:17](=[O:29])[CH2:18][N:19]4[C:23]([CH3:24])=[CH:22][C:21]([C:25]([F:28])([F:27])[F:26])=[N:20]4)[C:11]=3[CH:10]=[N:9]2)=[CH:4][CH:3]=1.[Li+].CC([N-]C(C)C)C.[CH2:38]=[O:39].[NH4+].[Cl-]. Product: [F:1][C:2]1[CH:3]=[CH:4][C:5]([N:8]2[C:16]3[CH2:15][CH2:14][CH2:13][N:12]([C:17](=[O:29])[CH:18]([N:19]4[C:23]([CH3:24])=[CH:22][C:21]([C:25]([F:27])([F:26])[F:28])=[N:20]4)[CH2:38][OH:39])[C:11]=3[CH:10]=[N:9]2)=[CH:6][CH:7]=1. The catalyst class is: 1. (6) Reactant: Br[CH2:2][C:3]1[CH:8]=[CH:7][C:6]([F:9])=[CH:5][C:4]=1[I:10].[N-:11]=[N+:12]=[N-:13].[Na+]. Product: [N:11]([CH2:2][C:3]1[CH:8]=[CH:7][C:6]([F:9])=[CH:5][C:4]=1[I:10])=[N+:12]=[N-:13]. The catalyst class is: 9. (7) Reactant: [C:1]([O:4][CH2:5][C:6]([CH3:36])([CH3:35])[CH2:7][N:8]1[C:14]2[CH:15]=[CH:16][C:17]([Cl:19])=[CH:18][C:13]=2[C@@H:12]([C:20]2[CH:25]=[CH:24][CH:23]=[C:22]([O:26][CH3:27])[C:21]=2[O:28][CH3:29])[O:11][C@H:10]([CH2:30][C:31](O)=[O:32])[C:9]1=[O:34])(=[O:3])[CH3:2].C(N(CC)CC)C.ClC(OCC(C)C)=O.Cl.[NH2:53][C:54]1[CH:55]=[CH:56][C:57]2[O:61][C:60]([CH2:62][CH2:63][C:64]([O:66][CH2:67][CH3:68])=[O:65])=[CH:59][C:58]=2[CH:69]=1.N1C=CC=CC=1. Product: [C:1]([O:4][CH2:5][C:6]([CH3:36])([CH3:35])[CH2:7][N:8]1[C:14]2[CH:13]=[CH:18][C:17]([Cl:19])=[CH:16][C:15]=2[C@@H:12]([C:20]2[CH:25]=[CH:24][CH:23]=[C:22]([O:26][CH3:27])[C:21]=2[O:28][CH3:29])[O:11][C@H:10]([CH2:30][C:31]([NH:53][C:54]2[CH:55]=[CH:56][C:57]3[O:61][C:60]([CH2:62][CH2:63][C:64]([O:66][CH2:67][CH3:68])=[O:65])=[CH:59][C:58]=3[CH:69]=2)=[O:32])[C:9]1=[O:34])(=[O:3])[CH3:2]. The catalyst class is: 35.